From a dataset of Catalyst prediction with 721,799 reactions and 888 catalyst types from USPTO. Predict which catalyst facilitates the given reaction. Reactant: [CH:1]1([C@H:5]2[C@H:14]([CH3:15])[C@@H:13]([NH:16][C:17](=[O:26])[O:18][CH2:19][C:20]3[CH:25]=[CH:24][CH:23]=[CH:22][CH:21]=3)[C:12]3[C:7](=[CH:8][CH:9]=[CH:10][CH:11]=3)[NH:6]2)[CH2:4][CH2:3][CH2:2]1.N1C=CC=CC=1.[C:33](Cl)(=[O:35])[CH3:34]. Product: [C:33]([N:6]1[C:7]2[C:12](=[CH:11][CH:10]=[CH:9][CH:8]=2)[C@H:13]([NH:16][C:17](=[O:26])[O:18][CH2:19][C:20]2[CH:25]=[CH:24][CH:23]=[CH:22][CH:21]=2)[C@@H:14]([CH3:15])[C@@H:5]1[CH:1]1[CH2:4][CH2:3][CH2:2]1)(=[O:35])[CH3:34]. The catalyst class is: 2.